Predict the reactants needed to synthesize the given product. From a dataset of Full USPTO retrosynthesis dataset with 1.9M reactions from patents (1976-2016). (1) The reactants are: [CH3:1][O:2][C:3]1[CH:8]=[C:7]([CH3:9])[CH:6]=[C:5]([C:10]2[C:11]([OH:18])=[CH:12][C:13]([CH3:17])=[C:14]([CH3:16])[CH:15]=2)[C:4]=1[OH:19].C(N([CH2:25][CH3:26])CC)C.Cl[P:28]1[O:32][C:31]([C:39]2[CH:44]=[CH:43][CH:42]=[CH:41][CH:40]=2)([C:33]2[CH:38]=[CH:37][CH:36]=[CH:35][CH:34]=2)[C:30]([C:51]2[CH:56]=[CH:55][CH:54]=[CH:53][CH:52]=2)([C:45]2[CH:50]=[CH:49][CH:48]=[CH:47][CH:46]=2)[O:29]1. Given the product [CH3:1][O:2][C:3]1[C:4]([O:19][P:28]2[O:29][C:30]([C:51]3[CH:56]=[CH:55][CH:54]=[CH:53][CH:52]=3)([C:45]3[CH:46]=[CH:47][CH:48]=[CH:49][CH:50]=3)[C:31]([C:26]3[CH:25]=[CH:44][CH:39]=[CH:40][CH:41]=3)([C:33]3[CH:34]=[CH:35][CH:36]=[CH:37][CH:38]=3)[O:32]2)=[C:5]([C:10]2[CH:15]=[C:14]([CH3:16])[C:13]([CH3:17])=[CH:12][C:11]=2[O:18][P:28]2[O:32][C:31]([C:39]3[CH:44]=[CH:43][CH:42]=[CH:41][CH:40]=3)([C:33]3[CH:38]=[CH:37][CH:36]=[CH:35][CH:34]=3)[C:30]([C:51]3[CH:56]=[CH:55][CH:54]=[CH:53][CH:52]=3)([C:45]3[CH:50]=[CH:49][CH:48]=[CH:47][CH:46]=3)[O:29]2)[CH:6]=[C:7]([CH3:9])[CH:8]=1, predict the reactants needed to synthesize it. (2) Given the product [C:11]([O:15][C:16](=[O:25])[NH:17][C@H:18]([C:22](=[O:23])[NH:7][CH2:8][CH2:9][SH:10])[CH:19]([CH3:20])[CH3:21])([CH3:12])([CH3:14])[CH3:13], predict the reactants needed to synthesize it. The reactants are: C(=O)(O)[O-].[Na+].Cl.[NH2:7][CH2:8][CH2:9][SH:10].[C:11]([O:15][C:16](=[O:25])[NH:17][C@H:18]([C:22](F)=[O:23])[CH:19]([CH3:21])[CH3:20])([CH3:14])([CH3:13])[CH3:12]. (3) Given the product [F:11][C:10]1[C:9]([O:12][CH3:13])=[CH:8][CH:7]=[C:6]([N:14]2[CH:18]=[N:17][N:16]=[N:15]2)[C:5]=1[CH2:4][NH2:1], predict the reactants needed to synthesize it. The reactants are: [N:1]([CH2:4][C:5]1[C:10]([F:11])=[C:9]([O:12][CH3:13])[CH:8]=[CH:7][C:6]=1[N:14]1[CH:18]=[N:17][N:16]=[N:15]1)=[N+]=[N-].